This data is from Forward reaction prediction with 1.9M reactions from USPTO patents (1976-2016). The task is: Predict the product of the given reaction. (1) Given the reactants Cl[C:2]1[C:11]2=[N:12][N:13](CC3C=CC(OC)=CC=3)[CH:14]=[C:10]2[C:9]2[CH:8]=[CH:7][CH:6]=[CH:5][C:4]=2[N:3]=1.[NH:24]1[C:32]2[C:27](=[CH:28][C:29]([NH2:33])=[CH:30][CH:31]=2)[CH:26]=[CH:25]1.Cl, predict the reaction product. The product is: [NH:24]1[C:32]2[C:27](=[CH:28][C:29]([NH:33][C:2]3[C:11]4=[N:12][NH:13][CH:14]=[C:10]4[C:9]4[CH:8]=[CH:7][CH:6]=[CH:5][C:4]=4[N:3]=3)=[CH:30][CH:31]=2)[CH:26]=[CH:25]1. (2) Given the reactants [Cl:1][C:2]1[C:12]([Cl:13])=[CH:11][CH:10]=[CH:9][C:3]=1[CH2:4][NH:5][CH2:6][CH2:7][OH:8].CC(C)([O-])C.[Na+].[Cl:20][C:21]1[CH:26]=[C:25]([C:27]2[N:28]=[N:29][C:30](Cl)=[CH:31][CH:32]=2)[CH:24]=[C:23]([Cl:34])[C:22]=1[OH:35], predict the reaction product. The product is: [Cl:34][C:23]1[CH:24]=[C:25]([C:27]2[N:28]=[N:29][C:30]([N:5]([CH2:4][C:3]3[CH:9]=[CH:10][CH:11]=[C:12]([Cl:13])[C:2]=3[Cl:1])[CH2:6][CH2:7][OH:8])=[CH:31][CH:32]=2)[CH:26]=[C:21]([Cl:20])[C:22]=1[OH:35]. (3) Given the reactants [Cl:1][C:2]1[CH:3]=[CH:4][C:5]([CH:8](C#N)[C:9]2[CH:14]=[CH:13][C:12]([F:15])=[CH:11][CH:10]=2)=[N:6][CH:7]=1.C(=O)([O-])[O-:19].[K+].[K+].O, predict the reaction product. The product is: [Cl:1][C:2]1[CH:3]=[CH:4][C:5]([C:8](=[O:19])[C:9]2[CH:14]=[CH:13][C:12]([F:15])=[CH:11][CH:10]=2)=[N:6][CH:7]=1. (4) Given the reactants [NH2:1][C:2]1[C:3](Cl)=[C:4]([NH:9][S:10]([CH2:13][CH2:14][CH3:15])(=[O:12])=[O:11])[CH:5]=[CH:6][C:7]=1[F:8], predict the reaction product. The product is: [NH2:1][C:2]1[CH:3]=[C:4]([NH:9][S:10]([CH2:13][CH2:14][CH3:15])(=[O:12])=[O:11])[CH:5]=[CH:6][C:7]=1[F:8]. (5) Given the reactants [NH2:1][C:2]1[CH:7]=[CH:6][C:5]([C:8]([C:10]2[N:14]3[CH:15]=[CH:16][CH:17]=[C:18]([OH:19])[C:13]3=[CH:12][N:11]=2)=[O:9])=[CH:4][C:3]=1[O:20][CH3:21].I[CH2:23][CH2:24][O:25][CH2:26][CH2:27][O:28][CH2:29][CH2:30][O:31][CH2:32][CH2:33][O:34][CH2:35][CH2:36][O:37][CH2:38][CH2:39]I, predict the reaction product. The product is: [CH2:23]([O:19][C:18]1[C:13]2[N:14]([C:10]([C:8]([C:5]3[CH:6]=[CH:7][C:2]([NH2:1])=[C:3]([O:20][CH3:21])[CH:4]=3)=[O:9])=[N:11][CH:12]=2)[CH:15]=[CH:16][CH:17]=1)[CH2:24][O:25][CH2:26][CH2:27][O:28][CH2:29][CH2:30][O:31][CH2:32][CH2:33][O:34][CH2:35][CH2:36][O:37][CH2:38][CH2:39][O:19][C:18]1[C:13]2[N:14]([C:10]([C:8]([C:5]3[CH:6]=[CH:7][C:2]([NH2:1])=[C:3]([O:20][CH3:21])[CH:4]=3)=[O:9])=[N:11][CH:12]=2)[CH:15]=[CH:16][CH:17]=1.